This data is from M1 muscarinic receptor agonist screen with 61,833 compounds. The task is: Binary Classification. Given a drug SMILES string, predict its activity (active/inactive) in a high-throughput screening assay against a specified biological target. The drug is Clc1ccc(NC(=O)NC(C)(C)\C(=N\O)C)cc1. The result is 0 (inactive).